This data is from Forward reaction prediction with 1.9M reactions from USPTO patents (1976-2016). The task is: Predict the product of the given reaction. Given the reactants [NH2:1][C@H:2]1[CH2:7][CH2:6][C@H:5]([NH:8][C:9](=[O:18])[O:10][CH2:11][C:12]2[CH:17]=[CH:16][CH:15]=[CH:14][CH:13]=2)[CH2:4][CH2:3]1.[O:19]1[CH2:23][CH2:22][C:21](=O)[CH2:20]1.C(O)(=O)C.C(O[BH-](OC(=O)C)OC(=O)C)(=O)C.[Na+], predict the reaction product. The product is: [O:19]1[CH2:23][CH2:22][CH:21]([NH:1][C@H:2]2[CH2:7][CH2:6][C@H:5]([NH:8][C:9](=[O:18])[O:10][CH2:11][C:12]3[CH:13]=[CH:14][CH:15]=[CH:16][CH:17]=3)[CH2:4][CH2:3]2)[CH2:20]1.